This data is from Full USPTO retrosynthesis dataset with 1.9M reactions from patents (1976-2016). The task is: Predict the reactants needed to synthesize the given product. (1) Given the product [CH2:25]([C:23]1[N:22]=[CH:21][NH:20][CH:24]=1)[C:27]1[CH:32]=[CH:31][CH:30]=[CH:29][CH:28]=1, predict the reactants needed to synthesize it. The reactants are: C([N:20]1[CH:24]=[C:23]([CH:25]=O)[N:22]=[CH:21]1)(C1C=CC=CC=1)(C1C=CC=CC=1)C1C=CC=CC=1.[C:27]1([Mg]Br)[CH:32]=[CH:31][CH:30]=[CH:29][CH:28]=1.[NH4+].[Cl-]. (2) Given the product [F:15][C:13]1[CH:14]=[C:9]([CH:10]=[C:11]([C:16]2[CH:21]=[CH:20][N:19]=[CH:18][CH:17]=2)[CH:12]=1)/[CH:23]=[CH:22]/[C:24]1[CH:25]=[CH:26][C:27]([N:30]2[CH2:31][CH2:32][N:33]([C:36](=[O:38])[CH3:37])[CH2:34][CH2:35]2)=[CH:28][CH:29]=1, predict the reactants needed to synthesize it. The reactants are: C(N(CC)CC)C.Br[C:9]1[CH:10]=[C:11]([C:16]2[CH:21]=[CH:20][N:19]=[CH:18][CH:17]=2)[CH:12]=[C:13]([F:15])[CH:14]=1.[CH:22]([C:24]1[CH:29]=[CH:28][C:27]([N:30]2[CH2:35][CH2:34][N:33]([C:36](=[O:38])[CH3:37])[CH2:32][CH2:31]2)=[CH:26][CH:25]=1)=[CH2:23].CC1C=CC=CC=1P(C1C=CC=CC=1C)C1C=CC=CC=1C. (3) Given the product [CH2:18]([C:17]([C:23]1[CH:24]=[CH:25][C:26]([O:29][CH2:30][C:31]([O:33][CH2:34][CH3:35])=[O:32])=[CH:27][CH:28]=1)=[C:8]([C:10]1[CH:15]=[CH:14][C:13]([OH:16])=[CH:12][CH:11]=1)[C:5]1[CH:6]=[CH:7][C:2]([OH:1])=[CH:3][CH:4]=1)[CH2:19][CH2:20][CH3:21], predict the reactants needed to synthesize it. The reactants are: [OH:1][C:2]1[CH:7]=[CH:6][C:5]([C:8]([C:10]2[CH:15]=[CH:14][C:13]([OH:16])=[CH:12][CH:11]=2)=O)=[CH:4][CH:3]=1.[C:17]([C:23]1[CH:28]=[CH:27][C:26]([O:29][CH2:30][C:31]([O:33][CH2:34][CH3:35])=[O:32])=[CH:25][CH:24]=1)(=O)[CH2:18][CH2:19][CH2:20][CH3:21].